This data is from Forward reaction prediction with 1.9M reactions from USPTO patents (1976-2016). The task is: Predict the product of the given reaction. (1) Given the reactants [Br:1][C:2]1[CH:7]=[CH:6][N:5]=[C:4]([CH2:8][OH:9])[CH:3]=1.[C:10]([Si:14](Cl)([CH3:16])[CH3:15])([CH3:13])([CH3:12])[CH3:11], predict the reaction product. The product is: [Br:1][C:2]1[CH:7]=[CH:6][N:5]=[C:4]([CH2:8][O:9][Si:14]([C:10]([CH3:13])([CH3:12])[CH3:11])([CH3:16])[CH3:15])[CH:3]=1. (2) The product is: [F:1][C:2]1[CH:7]=[C:6]([F:8])[CH:5]=[CH:4][C:3]=1[N:9]1[C:13]([C:14]2[CH:19]=[CH:18][C:17]3=[N:20][O:22][C:30]([C:26]4[CH:27]=[CH:28][CH:29]=[C:24]([F:23])[CH:25]=4)=[C:16]3[CH:15]=2)=[CH:12][CH:11]=[N:10]1. Given the reactants [F:1][C:2]1[CH:7]=[C:6]([F:8])[CH:5]=[CH:4][C:3]=1[N:9]1[C:13]([C:14]2[CH:19]=[CH:18][C:17]([N+:20]([O-:22])=O)=[CH:16][CH:15]=2)=[CH:12][CH:11]=[N:10]1.[F:23][C:24]1[CH:25]=[C:26]([CH2:30]C#N)[CH:27]=[CH:28][CH:29]=1, predict the reaction product. (3) Given the reactants Cl[C:2]1[N:3]=[C:4]([C:30]2[CH:35]=[CH:34][C:33]([C:36]([F:39])([F:38])[F:37])=[CH:32][C:31]=2[O:40][CH3:41])[C:5]2[C:10]([CH:11]=1)=[CH:9][C:8]([S:12]([N:15](CC1C=CC(OC)=CC=1)[C:16]1[S:17][CH:18]=[CH:19][N:20]=1)(=[O:14])=[O:13])=[CH:7][CH:6]=2.[C:42]([Zn]C#N)#[N:43].C(P(C(C)(C)C)C1C=CC2C(=CC=CC=2)C=1C1C2C(=CC=CC=2)C=CC=1)(C)(C)C, predict the reaction product. The product is: [C:42]([C:2]1[N:3]=[C:4]([C:30]2[CH:35]=[CH:34][C:33]([C:36]([F:38])([F:39])[F:37])=[CH:32][C:31]=2[O:40][CH3:41])[C:5]2[C:10]([CH:11]=1)=[CH:9][C:8]([S:12]([NH:15][C:16]1[S:17][CH:18]=[CH:19][N:20]=1)(=[O:14])=[O:13])=[CH:7][CH:6]=2)#[N:43].